Dataset: Forward reaction prediction with 1.9M reactions from USPTO patents (1976-2016). Task: Predict the product of the given reaction. (1) Given the reactants [CH2:1]([S:3]([CH2:6][CH2:7][NH:8]C(=O)OC(C)(C)C)(=[O:5])=[O:4])[CH3:2].[ClH:16], predict the reaction product. The product is: [ClH:16].[CH2:1]([S:3]([CH2:6][CH2:7][NH2:8])(=[O:5])=[O:4])[CH3:2]. (2) Given the reactants [CH:1]([CH:3]1[CH2:8][CH2:7][N:6]([C:9]([O:11][C:12]([CH3:15])([CH3:14])[CH3:13])=[O:10])[CH2:5][CH2:4]1)=O.[BH-](OC(C)=O)(OC(C)=O)OC(C)=O.[Na+].CC(O)=O.[NH:34]1[CH2:39][CH2:38][CH2:37][CH2:36][CH2:35]1, predict the reaction product. The product is: [N:34]1([CH2:1][CH:3]2[CH2:8][CH2:7][N:6]([C:9]([O:11][C:12]([CH3:15])([CH3:14])[CH3:13])=[O:10])[CH2:5][CH2:4]2)[CH2:39][CH2:38][CH2:37][CH2:36][CH2:35]1. (3) Given the reactants Cl.[C:2]([C:4]1[CH:5]=[C:6]([CH:27]=[CH:28][CH:29]=1)[C:7]([NH:9][C:10]1[C:11]([CH3:26])=[C:12]2[C:18]([CH:19]3[CH2:24][CH2:23][NH:22][CH2:21][CH2:20]3)=[CH:17][N:16]([CH3:25])[C:13]2=[N:14][CH:15]=1)=[O:8])#[N:3].CCN(C(C)C)C(C)C.CN(C(ON1N=NC2C=CC=NC1=2)=[N+](C)C)C.F[P-](F)(F)(F)(F)F.[CH3:63][C@H:64]([C:68]([CH3:71])([CH3:70])[CH3:69])[C:65](O)=[O:66], predict the reaction product. The product is: [C:2]([C:4]1[CH:5]=[C:6]([CH:27]=[CH:28][CH:29]=1)[C:7]([NH:9][C:10]1[C:11]([CH3:26])=[C:12]2[C:18]([CH:19]3[CH2:20][CH2:21][N:22]([C:65](=[O:66])[C@H:64]([CH3:63])[C:68]([CH3:71])([CH3:70])[CH3:69])[CH2:23][CH2:24]3)=[CH:17][N:16]([CH3:25])[C:13]2=[N:14][CH:15]=1)=[O:8])#[N:3]. (4) The product is: [Cl:22][C:9]1[C:10]2[C:5](=[C:4]([O:14][CH:15]3[CH2:19][CH2:18][O:17][CH2:16]3)[C:3]([O:2][CH3:1])=[CH:12][CH:11]=2)[CH:6]=[N:7][N:8]=1. Given the reactants [CH3:1][O:2][C:3]1[C:4]([O:14][CH:15]2[CH2:19][CH2:18][O:17][CH2:16]2)=[C:5]2[C:10](=[CH:11][CH:12]=1)[C:9](=O)[NH:8][N:7]=[CH:6]2.P(Cl)(Cl)([Cl:22])=O, predict the reaction product. (5) Given the reactants [CH3:1][C@@H:2]1[NH:7][CH2:6][CH2:5][N:4]([C:8]2[CH:13]=[CH:12][C:11]([N+:14]([O-:16])=[O:15])=[CH:10][CH:9]=2)[CH2:3]1.[O:17]1[CH2:20][C:19](=O)[CH2:18]1.C(O[BH-](OC(=O)C)OC(=O)C)(=O)C.[Na+], predict the reaction product. The product is: [CH3:1][C@H:2]1[CH2:3][N:4]([C:8]2[CH:9]=[CH:10][C:11]([N+:14]([O-:16])=[O:15])=[CH:12][CH:13]=2)[CH2:5][CH2:6][N:7]1[CH:19]1[CH2:20][O:17][CH2:18]1. (6) Given the reactants [CH:1]1[N:5]2[C:6]3[CH:15]=[CH:14][CH:13]=[CH:12][C:7]=3[CH2:8][CH2:9][C@@H:10]([NH2:11])[C:4]2=[N:3][CH:2]=1.[CH2:16]([O:18][C:19]1[CH:33]=[CH:32][C:22]([C:23]([NH:25][C:26]2([C:29](O)=[O:30])[CH2:28][CH2:27]2)=[O:24])=[CH:21][CH:20]=1)[CH3:17].ON1C2C=CC=CC=2N=N1.Cl.CN(C)CCCN=C=NCC.C(N(C(C)C)CC)(C)C, predict the reaction product. The product is: [CH:1]1[N:5]2[C:6]3[CH:15]=[CH:14][CH:13]=[CH:12][C:7]=3[CH2:8][CH2:9][C@@H:10]([NH:11][C:29]([C:26]3([NH:25][C:23](=[O:24])[C:22]4[CH:32]=[CH:33][C:19]([O:18][CH2:16][CH3:17])=[CH:20][CH:21]=4)[CH2:28][CH2:27]3)=[O:30])[C:4]2=[N:3][CH:2]=1. (7) Given the reactants Cl[C:2]1[CH:7]=[C:6]([O:8][CH2:9][C:10]#[C:11][CH3:12])[N:5]=[CH:4][N:3]=1.C(=O)([O-])[O-].[K+].[K+].[F:19][C:20]1[CH:25]=[C:24]([N+:26]([O-:28])=[O:27])[CH:23]=[CH:22][C:21]=1[OH:29].[Cl-].[NH4+], predict the reaction product. The product is: [F:19][C:20]1[CH:25]=[C:24]([N+:26]([O-:28])=[O:27])[CH:23]=[CH:22][C:21]=1[O:29][C:2]1[CH:7]=[C:6]([O:8][CH2:9][C:10]#[C:11][CH3:12])[N:5]=[CH:4][N:3]=1. (8) Given the reactants C[N:2]1[CH:6]=[CH:5][N:4]=[C:3]1[CH2:7][N:8]([CH2:34][C:35]1[CH:65]=[CH:64][C:38]([CH2:39][N:40]([CH2:52][C:53]2[N:57](C3CCCCO3)[N:56]=[N:55][N:54]=2)[CH2:41][CH2:42][CH2:43][CH2:44][N:45]([CH2:49][CH2:50][CH3:51])[CH2:46][CH2:47][CH3:48])=[CH:37][CH:36]=1)[CH2:9][C:10]1[N:11]([C:15](C2C=CC=CC=2)(C2C=CC=CC=2)C2C=CC=CC=2)[CH:12]=[CH:13][N:14]=1.Cl.CO, predict the reaction product. The product is: [NH:4]1[CH:5]=[CH:6][N:2]=[C:3]1[CH2:7][N:8]([CH2:34][C:35]1[CH:65]=[CH:64][C:38]([CH2:39][N:40]([CH2:52][C:53]2[NH:57][N:56]=[N:55][N:54]=2)[CH2:41][CH2:42][CH2:43][CH2:44][N:45]([CH2:49][CH2:50][CH3:51])[CH2:46][CH2:47][CH3:48])=[CH:37][CH:36]=1)[CH2:9][C:10]1[N:11]([CH3:15])[CH:12]=[CH:13][N:14]=1.